From a dataset of Forward reaction prediction with 1.9M reactions from USPTO patents (1976-2016). Predict the product of the given reaction. (1) Given the reactants [CH3:1][C:2]1[CH:7]=[C:6]([CH3:8])[N:5]=[C:4]([NH2:9])[CH:3]=1.Br[C:11]1[CH:16]=[CH:15][C:14]([F:17])=[CH:13][N:12]=1.CC(C)([O-])C.[K+], predict the reaction product. The product is: [F:17][C:14]1[CH:15]=[CH:16][C:11]([NH:9][C:4]2[CH:3]=[C:2]([CH3:1])[CH:7]=[C:6]([CH3:8])[N:5]=2)=[N:12][CH:13]=1. (2) Given the reactants [Cl:1][C:2]1[CH:3]=[C:4]([NH:9][C:10]2[N:15]=[C:14]([NH:16][CH2:17][CH2:18][CH2:19][O:20][CH3:21])[C:13]([C:22](=[S:24])[NH2:23])=[CH:12][N:11]=2)[CH:5]=[CH:6][C:7]=1[F:8].Br[CH2:26][C:27]([C:29]1[CH:30]=[N:31][O:32][C:33]=1[CH3:34])=O, predict the reaction product. The product is: [Cl:1][C:2]1[CH:3]=[C:4]([NH:9][C:10]2[N:15]=[C:14]([NH:16][CH2:17][CH2:18][CH2:19][O:20][CH3:21])[C:13]([C:22]3[S:24][CH:26]=[C:27]([C:29]4[CH:30]=[N:31][O:32][C:33]=4[CH3:34])[N:23]=3)=[CH:12][N:11]=2)[CH:5]=[CH:6][C:7]=1[F:8].